The task is: Regression. Given a peptide amino acid sequence and an MHC pseudo amino acid sequence, predict their binding affinity value. This is MHC class I binding data.. This data is from Peptide-MHC class I binding affinity with 185,985 pairs from IEDB/IMGT. The peptide sequence is AILVTTVTLH. The MHC is HLA-A31:01 with pseudo-sequence HLA-A31:01. The binding affinity (normalized) is 0.0964.